From a dataset of Catalyst prediction with 721,799 reactions and 888 catalyst types from USPTO. Predict which catalyst facilitates the given reaction. (1) Product: [F:1][C:2]1[CH:8]=[CH:7][C:5]([NH:6][C:24]([C:20]2[N:21]([CH3:23])[CH:22]=[C:18]([S:15]([Cl:14])(=[O:17])=[O:16])[CH:19]=2)=[O:25])=[CH:4][C:3]=1[O:9][C:10]([F:12])([F:11])[F:13]. The catalyst class is: 11. Reactant: [F:1][C:2]1[CH:8]=[CH:7][C:5]([NH2:6])=[CH:4][C:3]=1[O:9][C:10]([F:13])([F:12])[F:11].[Cl:14][S:15]([C:18]1[CH:19]=[C:20]([C:24](Cl)=[O:25])[N:21]([CH3:23])[CH:22]=1)(=[O:17])=[O:16]. (2) Reactant: [CH3:1][C:2]1[N:7]=[C:6]([C:8]2[N:13]=[CH:12][C:11]3[CH:14]=[N:15][NH:16][C:10]=3[CH:9]=2)[CH:5]=[N:4][CH:3]=1.Cl[C:18]1[N:23]=[C:22]([N:24]2[C:29](=[O:30])[CH2:28][CH2:27][C@H:26]([NH:31][C:32](=[O:38])[O:33][C:34]([CH3:37])([CH3:36])[CH3:35])[CH2:25]2)[C:21]([CH3:39])=[CH:20][CH:19]=1.CC1(C)C2C(=C(P(C3C=CC=CC=3)C3C=CC=CC=3)C=CC=2)OC2C(P(C3C=CC=CC=3)C3C=CC=CC=3)=CC=CC1=2.CC(C)([O-])C.[Na+]. Product: [CH3:39][C:21]1[C:22]([N:24]2[C:29](=[O:30])[CH2:28][CH2:27][C@H:26]([NH:31][C:32](=[O:38])[O:33][C:34]([CH3:36])([CH3:35])[CH3:37])[CH2:25]2)=[N:23][C:18]([N:16]2[C:10]3[CH:9]=[C:8]([C:6]4[CH:5]=[N:4][CH:3]=[C:2]([CH3:1])[N:7]=4)[N:13]=[CH:12][C:11]=3[CH:14]=[N:15]2)=[CH:19][CH:20]=1. The catalyst class is: 101. (3) Reactant: [N:1]1[CH:6]=[CH:5][C:4]([C:7](=O)[CH2:8][C:9]([O:11]CC)=O)=[N:3][CH:2]=1.Br.[CH3:16][C:17]1([CH3:23])[NH:21][C:20]([NH2:22])=[N:19][CH2:18]1.C(=O)([O-])[O-].[K+].[K+]. Product: [CH3:16][C:17]1([CH3:23])[CH2:18][N:19]2[C:9](=[O:11])[CH:8]=[C:7]([C:4]3[CH:5]=[CH:6][N:1]=[CH:2][N:3]=3)[N:22]=[C:20]2[NH:21]1. The catalyst class is: 5. (4) Reactant: [CH3:1][C:2]1[CH:3]=[C:4]([CH:18]=[CH:19][CH:20]=1)[CH2:5][CH:6]1[C:13]2[CH:12]=[C:11]([C:14]([O:16]C)=[O:15])[NH:10][C:9]=2[CH2:8][CH2:7]1.[OH-].[Li+].CO. Product: [CH3:1][C:2]1[CH:3]=[C:4]([CH:18]=[CH:19][CH:20]=1)[CH2:5][CH:6]1[C:13]2[CH:12]=[C:11]([C:14]([OH:16])=[O:15])[NH:10][C:9]=2[CH2:8][CH2:7]1. The catalyst class is: 1. (5) Reactant: [NH2:1][C:2]1[N:7]=[CH:6][C:5]([C:8]2[CH:13]=[CH:12][C:11]([S:14]([NH:17][CH3:18])(=[O:16])=[O:15])=[C:10]([F:19])[CH:9]=2)=[CH:4][N:3]=1.Cl[CH:21]([C:31]1([C:34]2[CH:35]=[C:36]3[C:41](=[CH:42][CH:43]=2)[N:40]=[CH:39][CH:38]=[CH:37]3)[CH2:33][CH2:32]1)[CH:22](N1C(=O)CCC1=O)O. Product: [F:19][C:10]1[CH:9]=[C:8]([C:5]2[CH:6]=[N:7][C:2]3[N:3]([C:21]([C:31]4([C:34]5[CH:35]=[C:36]6[C:41](=[CH:42][CH:43]=5)[N:40]=[CH:39][CH:38]=[CH:37]6)[CH2:33][CH2:32]4)=[CH:22][N:1]=3)[CH:4]=2)[CH:13]=[CH:12][C:11]=1[S:14]([NH:17][CH3:18])(=[O:16])=[O:15]. The catalyst class is: 8. (6) Reactant: [Cl:1][C:2]1[CH:3]=[C:4]([CH:16]=[CH:17][C:18]=1[F:19])[CH2:5][O:6][CH2:7][C:8]1[O:12][N:11]=[C:10]([C:13]([OH:15])=O)[CH:9]=1.Cl.[O:21]1[CH2:25][CH2:24][CH:23]([CH2:26][NH2:27])[CH2:22]1.C(N(CC)CC)C.ON1C2C=CC=CC=2N=N1.Cl.C(N=C=NCCCN(C)C)C. Product: [O:21]1[CH2:25][CH2:24][CH:23]([CH2:26][NH:27][C:13]([C:10]2[CH:9]=[C:8]([CH2:7][O:6][CH2:5][C:4]3[CH:16]=[CH:17][C:18]([F:19])=[C:2]([Cl:1])[CH:3]=3)[O:12][N:11]=2)=[O:15])[CH2:22]1. The catalyst class is: 22.